This data is from Forward reaction prediction with 1.9M reactions from USPTO patents (1976-2016). The task is: Predict the product of the given reaction. (1) Given the reactants Cl[C:2]1[N:3]=[C:4]([N:13]2[CH2:18][CH2:17][O:16][CH2:15][CH2:14]2)[C:5]2[S:10][C:9](I)=[C:8]([CH3:12])[C:6]=2[N:7]=1.[CH3:19][S:20]([NH:23][CH2:24][C:25]1[CH:30]=[CH:29][C:28](B(O)O)=[CH:27][CH:26]=1)(=[O:22])=[O:21].[NH2:34][C:35]1[N:40]=[CH:39][C:38](B2OC(C)(C)C(C)(C)O2)=[CH:37][N:36]=1, predict the reaction product. The product is: [NH2:34][C:35]1[N:40]=[CH:39][C:38]([C:2]2[N:3]=[C:4]([N:13]3[CH2:18][CH2:17][O:16][CH2:15][CH2:14]3)[C:5]3[S:10][C:9]([C:28]4[CH:29]=[CH:30][C:25]([CH2:24][NH:23][S:20]([CH3:19])(=[O:22])=[O:21])=[CH:26][CH:27]=4)=[C:8]([CH3:12])[C:6]=3[N:7]=2)=[CH:37][N:36]=1. (2) Given the reactants [CH3:1][O:2][C:3]1[CH:21]=[CH:20][CH:19]=[CH:18][C:4]=1[CH2:5][N:6]1[CH2:15][C:14]2[C:9](=[CH:10][CH:11]=[CH:12][CH:13]=2)[N:8]=[C:7]1SC.[NH2:22][OH:23], predict the reaction product. The product is: [OH:23][NH:22][C:7]1[N:6]([CH2:5][C:4]2[CH:18]=[CH:19][CH:20]=[CH:21][C:3]=2[O:2][CH3:1])[CH2:15][C:14]2[C:9](=[CH:10][CH:11]=[CH:12][CH:13]=2)[N:8]=1.